This data is from Catalyst prediction with 721,799 reactions and 888 catalyst types from USPTO. The task is: Predict which catalyst facilitates the given reaction. (1) Reactant: [N+:1]([C:4]1[CH:5]=[C:6]([C:10]2[S:14][C:13]([NH2:15])=[N:12][N:11]=2)[CH:7]=[CH:8][CH:9]=1)([O-:3])=[O:2].[Cl:16][C:17](=O)[CH2:18][C:19](OC)=[O:20].O=P(Cl)(Cl)Cl.CCN(C(C)C)C(C)C. The catalyst class is: 23. Product: [Cl:16][C:17]1[N:15]=[C:13]2[S:14][C:10]([C:6]3[CH:7]=[CH:8][CH:9]=[C:4]([N+:1]([O-:3])=[O:2])[CH:5]=3)=[N:11][N:12]2[C:19](=[O:20])[CH:18]=1. (2) Reactant: [CH2:1]([O:3][C:4](=[O:26])[CH2:5][N:6]1[C:12](=[O:13])[CH2:11][C:10]2[CH:14]=[CH:15][C:16]([Cl:18])=[CH:17][C:9]=2[CH:8]([C:19]2[CH:24]=[CH:23][CH:22]=[CH:21][C:20]=2[Cl:25])[CH2:7]1)[CH3:2].Br[CH2:28][C:29]([CH3:31])=[CH2:30].Cl.O. Product: [CH2:1]([O:3][C:4](=[O:26])[CH2:5][N:6]1[CH2:7][CH:8]([C:19]2[CH:24]=[CH:23][CH:22]=[CH:21][C:20]=2[Cl:25])[C:9]2[CH:17]=[C:16]([Cl:18])[CH:15]=[CH:14][C:10]=2[CH:11]([CH2:30][C:29]([CH3:31])=[CH2:28])[C:12]1=[O:13])[CH3:2]. The catalyst class is: 1. (3) Reactant: [CH2:1]([O:4][C:5]1[CH:12]=[CH:11][C:8]([CH:9]=[O:10])=[CH:7][C:6]=1[O:13][CH3:14])[CH2:2][CH3:3].[BH4-].[Na+]. Product: [CH2:1]([O:4][C:5]1[CH:12]=[CH:11][C:8]([CH2:9][OH:10])=[CH:7][C:6]=1[O:13][CH3:14])[CH2:2][CH3:3]. The catalyst class is: 14. (4) Reactant: [Cl:1][C:2]1[CH:7]=[CH:6][C:5]([F:8])=[CH:4][C:3]=1[O:9]C.[Cl:11][CH2:12][C:13](Cl)=[O:14].[Cl-].[Cl-].[Cl-].[Al+3]. Product: [Cl:11][CH2:12][C:13]([C:6]1[CH:7]=[C:2]([Cl:1])[C:3]([OH:9])=[CH:4][C:5]=1[F:8])=[O:14]. The catalyst class is: 26. (5) Reactant: [CH:1]1[CH:6]=[CH:5][C:4]([CH:7]([S:14]([CH2:16][C:17]([OH:19])=O)=[O:15])[C:8]2[CH:13]=[CH:12][CH:11]=[CH:10][CH:9]=2)=[CH:3][CH:2]=1.Cl.[NH4+:21].[Cl-].[NH4+].[OH-]. Product: [CH:1]1[CH:6]=[CH:5][C:4]([CH:7]([S+:14]([O-:15])[CH2:16][C:17]([NH2:21])=[O:19])[C:8]2[CH:13]=[CH:12][CH:11]=[CH:10][CH:9]=2)=[CH:3][CH:2]=1. The catalyst class is: 5. (6) Reactant: C(N(CC)CC)C.[Cl:8][C:9]1[CH:10]=[C:11]2[C:15](=[CH:16][CH:17]=1)[N:14](C(OC(C)(C)C)=O)[CH:13]=[C:12]2[CH:25]=[O:26].[CH:27](=[N:34][C:35]1[CH:40]=[CH:39][N:38]=[C:37]([O:41][CH3:42])[CH:36]=1)[C:28]1[CH:33]=[CH:32][CH:31]=[CH:30][CH:29]=1. Product: [Cl:8][C:9]1[CH:10]=[C:11]2[C:15](=[CH:16][CH:17]=1)[NH:14][CH:13]=[C:12]2[C:25](=[O:26])[CH:27]([NH:34][C:35]1[CH:40]=[CH:39][N:38]=[C:37]([O:41][CH3:42])[CH:36]=1)[C:28]1[CH:29]=[CH:30][CH:31]=[CH:32][CH:33]=1. The catalyst class is: 433. (7) Reactant: S(O)(O)(=O)=O.[NH2:6][C:7]1[NH:8][CH:9]=[CH:10][N:11]=1.CO[CH:14](OC)[CH2:15][C:16](OCC)=O.N1CCCCC1.O.C1(C)C=CC(S(O)(=O)=O)=CC=1.C([O-])([O-])=O.[K+].[K+].O=P(Cl)(Cl)[Cl:49]. Product: [Cl:49][C:14]1[N:8]2[CH:9]=[CH:10][N:11]=[C:7]2[N:6]=[CH:16][CH:15]=1. The catalyst class is: 14. (8) Reactant: [C:1]([C:3]1[CH:4]=[N:5][C:6]2[C:11]([CH:12]=1)=[CH:10][C:9]([O:13][CH:14]([S:25][CH3:26])[C:15]([NH:17][C:18]([CH2:22][O:23][CH3:24])([CH3:21])[CH2:19][OH:20])=[O:16])=[CH:8][C:7]=2C)#[CH:2].CC(OI1(OC(C)=O)(OC(C)=O)OC(=O)C2C=CC=CC1=2)=O.C([O-])(O)=O.[Na+]. Product: [C:1]([C:3]1[CH:4]=[N:5][C:6]2[C:11]([CH:12]=1)=[CH:10][C:9]([O:13][CH:14]([S:25][CH3:26])[C:15]([NH:17][C:18]([CH2:22][O:23][CH3:24])([CH3:21])[CH:19]=[O:20])=[O:16])=[CH:8][CH:7]=2)#[CH:2]. The catalyst class is: 2.